Dataset: Catalyst prediction with 721,799 reactions and 888 catalyst types from USPTO. Task: Predict which catalyst facilitates the given reaction. (1) Reactant: [CH3:1][C:2]1([CH3:37])[N:6]([S:7]([C:10]2[CH:15]=[CH:14][CH:13]=[CH:12][CH:11]=2)(=[O:9])=[O:8])[CH2:5][CH:4]([CH2:16][N:17]2[C:25]3[C:20](=[CH:21][C:22]([C:26]4[CH:27]=[N:28][N:29](C5CCCCO5)[CH:30]=4)=[CH:23][CH:24]=3)[CH:19]=[N:18]2)[CH2:3]1.C1(C)C=CC(S(O)(=O)=O)=CC=1.C(=O)(O)[O-].[Na+]. Product: [CH3:1][C:2]1([CH3:37])[N:6]([S:7]([C:10]2[CH:15]=[CH:14][CH:13]=[CH:12][CH:11]=2)(=[O:8])=[O:9])[CH2:5][CH:4]([CH2:16][N:17]2[C:25]3[C:20](=[CH:21][C:22]([C:26]4[CH:27]=[N:28][NH:29][CH:30]=4)=[CH:23][CH:24]=3)[CH:19]=[N:18]2)[CH2:3]1. The catalyst class is: 138. (2) The catalyst class is: 114. Product: [NH2:31][C:27]1[N:28]=[CH:29][N:30]=[C:25]([NH:1][C@H:2]([C:5]2[N:14]([C:15]3[CH:20]=[CH:19][CH:18]=[C:17]([F:21])[CH:16]=3)[C:13](=[O:22])[C:12]3[C:7](=[CH:8][CH:9]=[CH:10][C:11]=3[Cl:23])[N:6]=2)[CH2:3][CH3:4])[C:26]=1[C:32]1[O:33][C:34]([CH3:37])=[N:35][N:36]=1. Reactant: [NH2:1][C@H:2]([C:5]1[N:14]([C:15]2[CH:20]=[CH:19][CH:18]=[C:17]([F:21])[CH:16]=2)[C:13](=[O:22])[C:12]2[C:7](=[CH:8][CH:9]=[CH:10][C:11]=2[Cl:23])[N:6]=1)[CH2:3][CH3:4].Cl[C:25]1[N:30]=[CH:29][N:28]=[C:27]([NH2:31])[C:26]=1[C:32]1[O:33][C:34]([CH3:37])=[N:35][N:36]=1.CCN(C(C)C)C(C)C.